Dataset: TCR-epitope binding with 47,182 pairs between 192 epitopes and 23,139 TCRs. Task: Binary Classification. Given a T-cell receptor sequence (or CDR3 region) and an epitope sequence, predict whether binding occurs between them. Result: 0 (the TCR does not bind to the epitope). The epitope is LPPIVAKEI. The TCR CDR3 sequence is CASRYSTGDGYTF.